From a dataset of Reaction yield outcomes from USPTO patents with 853,638 reactions. Predict the reaction yield, written as a fraction of the theoretical maximum amount of product (1.0 means a 100% yield; for example, 0.34 means a 34% yield). (1) The reactants are [Br:1][C:2]1[CH:3]=[C:4]([CH:12]2[C:21]3[C:16](=[CH:17][C:18]([N:22]([CH3:24])[CH3:23])=[CH:19][CH:20]=3)[O:15][CH:14](N3CCOCC3)[CH2:13]2)[CH:5]=[C:6]([O:10][CH3:11])[C:7]=1[O:8][CH3:9].C1(C)C=CC(S(O)(=O)=O)=CC=1.[C:42](Cl)(=[O:44])C.C(=O)(O)[O-].[Na+]. The catalyst is CO. The product is [Br:1][C:2]1[CH:3]=[C:4]([CH:12]2[C:21]3[C:16](=[CH:17][C:18]([N:22]([CH3:23])[CH3:24])=[CH:19][CH:20]=3)[O:15][CH:14]([O:44][CH3:42])[CH2:13]2)[CH:5]=[C:6]([O:10][CH3:11])[C:7]=1[O:8][CH3:9]. The yield is 0.510. (2) The reactants are [Cl:1][C:2]1[C:10]([F:11])=[C:9]2[C:5]([C:6]([S:26][C:27]3[CH:32]=[CH:31][CH:30]=[C:29]([C:33]([O:35][CH2:36][CH3:37])=[O:34])[C:28]=3[F:38])=[C:7](C3CC3)[N:8]2[C:12]2[CH:13]=N[N:15]([CH2:17][CH2:18]CC(O)=O)[CH:16]=2)=[CH:4][CH:3]=1.C1C(=O)N([Br:46])C(=O)C1. The catalyst is C(Cl)Cl.O. The product is [Br:46][C:7]1[N:8]([C:12]2[CH:16]=[N:15][CH:17]=[CH:18][CH:13]=2)[C:9]2[C:5]([C:6]=1[S:26][C:27]1[C:28]([F:38])=[C:29]([CH:30]=[CH:31][CH:32]=1)[C:33]([O:35][CH2:36][CH3:37])=[O:34])=[CH:4][CH:3]=[C:2]([Cl:1])[C:10]=2[F:11]. The yield is 0.500. (3) The reactants are [Br:1][C:2]1[CH:14]=[CH:13][C:12]2[C:11]3[C:6](=[CH:7][C:8]([Br:15])=[CH:9][CH:10]=3)[C:5]([CH2:17][CH2:18][CH2:19][CH2:20][N:21]3C(=O)C4C(=CC=CC=4)C3=O)([CH3:16])[C:4]=2[CH:3]=1.O.NN.Cl.ClCCl. The catalyst is C(O)C. The product is [Br:1][C:2]1[CH:14]=[CH:13][C:12]2[C:11]3[C:6](=[CH:7][C:8]([Br:15])=[CH:9][CH:10]=3)[C:5]([CH2:17][CH2:18][CH2:19][CH2:20][NH2:21])([CH3:16])[C:4]=2[CH:3]=1. The yield is 1.00. (4) The catalyst is C(Cl)Cl. The product is [C:8]1([C:14]2[N:19]=[C:18]([CH:20]3[CH2:21][CH2:22][N:23]([CH2:50][CH2:49][S:46]([CH3:45])(=[O:48])=[O:47])[CH2:24][CH2:25]3)[CH:17]=[CH:16][C:15]=2[NH:26][C:27]([C:29]2[NH:30][C:31]([C:34]#[N:35])=[CH:32][N:33]=2)=[O:28])[CH2:13][CH2:12][CH2:11][CH2:10][CH:9]=1. The reactants are FC(F)(F)C(O)=O.[C:8]1([C:14]2[N:19]=[C:18]([CH:20]3[CH2:25][CH2:24][NH:23][CH2:22][CH2:21]3)[CH:17]=[CH:16][C:15]=2[NH:26][C:27]([C:29]2[NH:30][C:31]([C:34]#[N:35])=[CH:32][N:33]=2)=[O:28])[CH2:13][CH2:12][CH2:11][CH2:10][CH:9]=1.CCN(C(C)C)C(C)C.[CH3:45][S:46]([CH2:49][CH2:50]OS(C)(=O)=O)(=[O:48])=[O:47]. The yield is 0.400. (5) The reactants are Cl[C:2]1[N:10]=[C:9]([Cl:11])[C:8]([C:12]([F:15])([F:14])[F:13])=[CH:7][C:3]=1[C:4]([NH2:6])=[O:5].[CH:16]([O:19][CH2:20][CH2:21][OH:22])([CH3:18])[CH3:17].[H-].[Na+]. The catalyst is CN(C=O)C. The product is [Cl:11][C:9]1[C:8]([C:12]([F:15])([F:14])[F:13])=[CH:7][C:3]([C:4]([NH2:6])=[O:5])=[C:2]([O:22][CH2:21][CH2:20][O:19][CH:16]([CH3:18])[CH3:17])[N:10]=1. The yield is 0.454. (6) The reactants are [CH:1]([C:3]1[CH:12]=[CH:11][C:6]([C:7]([O:9][CH3:10])=[O:8])=[C:5]([CH3:13])[CH:4]=1)=O.[NH:14]1[CH2:19][CH2:18][CH2:17][CH2:16][CH2:15]1.C([BH3-])#N.[Na+]. The catalyst is CO.C(O)(=O)C. The yield is 0.600. The product is [CH3:13][C:5]1[CH:4]=[C:3]([CH2:1][N:14]2[CH2:19][CH2:18][CH2:17][CH2:16][CH2:15]2)[CH:12]=[CH:11][C:6]=1[C:7]([O:9][CH3:10])=[O:8]. (7) The reactants are [F:1][C:2]1[CH:3]=[C:4]([CH:7]=[CH:8][C:9]=1[O:10][C:11]1[CH:16]=[CH:15][C:14]([CH:17]=[O:18])=[CH:13][CH:12]=1)[C:5]#[N:6].OO.C(=O)([O-])[O-:22].[K+].[K+]. The catalyst is CS(C)=O. The product is [F:1][C:2]1[CH:3]=[C:4]([CH:7]=[CH:8][C:9]=1[O:10][C:11]1[CH:16]=[CH:15][C:14]([CH:17]=[O:18])=[CH:13][CH:12]=1)[C:5]([NH2:6])=[O:22]. The yield is 0.990.